From a dataset of Forward reaction prediction with 1.9M reactions from USPTO patents (1976-2016). Predict the product of the given reaction. (1) Given the reactants [NH:1]1[CH2:6][CH2:5][S:4][CH2:3][CH2:2]1.[CH:7]1[CH:12]=[CH:11][C:10]([CH2:13][O:14][C:15](Cl)=[O:16])=[CH:9][CH:8]=1.Cl, predict the reaction product. The product is: [N:1]1([C:15]([O:14][CH2:13][C:10]2[CH:11]=[CH:12][CH:7]=[CH:8][CH:9]=2)=[O:16])[CH2:6][CH2:5][S:4][CH2:3][CH2:2]1. (2) Given the reactants [Cl:1][C:2]1[N:7]=[C:6]2[CH:8]=[N:9][C:10]([Cl:12])=[CH:11][C:5]2=[N:4][C:3]=1[NH:13][NH2:14].[CH3:15]COCC, predict the reaction product. The product is: [Cl:1][C:2]1[C:3]2[N:4]([CH:15]=[N:14][N:13]=2)[C:5]2[CH:11]=[C:10]([Cl:12])[N:9]=[CH:8][C:6]=2[N:7]=1. (3) Given the reactants [Li+].[OH-].[CH3:3][O:4][C:5]([CH:7]1[CH2:11][CH:10]([OH:12])[CH:9]=[C:8]1[C:13]([O:15]C)=[O:14])=[O:6].C1(C)C=CC=CC=1.CO, predict the reaction product. The product is: [CH3:3][O:4][C:5]([C:7]1[CH:8]([C:13]([OH:15])=[O:14])[CH2:9][CH:10]([OH:12])[CH:11]=1)=[O:6].